This data is from Forward reaction prediction with 1.9M reactions from USPTO patents (1976-2016). The task is: Predict the product of the given reaction. Given the reactants [N:1]1[C:10]2[C:5](=[CH:6][N:7]=[CH:8][CH:9]=2)[CH:4]=[CH:3][C:2]=1[C:11]([OH:13])=O.O.ON1[C:20]2[CH:21]=[CH:22][CH:23]=[CH:24][C:19]=2[N:18]=N1.[CH:25]1(CN)CCCCC1, predict the reaction product. The product is: [CH:19]1([N:18]([CH3:25])[C:11]([C:2]2[CH:3]=[CH:4][C:5]3[C:10](=[CH:9][CH:8]=[N:7][CH:6]=3)[N:1]=2)=[O:13])[CH2:24][CH2:23][CH2:22][CH2:21][CH2:20]1.